Dataset: Reaction yield outcomes from USPTO patents with 853,638 reactions. Task: Predict the reaction yield, written as a fraction of the theoretical maximum amount of product (1.0 means a 100% yield; for example, 0.34 means a 34% yield). (1) The product is [Cl:1][C:2]1[CH:7]=[CH:6][N:5]=[CH:4][C:3]=1[CH2:8][N:10]1[CH2:11][CH2:12][O:13][CH2:14][CH2:15]1. The catalyst is C1COCC1. The yield is 1.00. The reactants are [Cl:1][C:2]1[CH:7]=[CH:6][N:5]=[CH:4][C:3]=1[C:8]([N:10]1[CH2:15][CH2:14][O:13][CH2:12][CH2:11]1)=O.CO. (2) The reactants are Cl.N[C@H:3]1[CH2:8][CH2:7][C@H:6]([O:9][C:10]2[C:25]3[CH2:24][CH:23]=[CH:22][CH2:21][CH2:20][C:19]4[CH:26]=[C:27]([CH3:31])[NH:28][C:29](=[O:30])[C:18]=4[CH2:17][NH:16][C:15](=[O:32])[C:14]=3[CH:13]=[C:12]([Cl:33])[CH:11]=2)[CH2:5][CH2:4]1.C=O.[BH3-][C:37]#[N:38].[Na+].[CH3:40]C(O)=O. The catalyst is CO. The product is [Cl:33][C:12]1[CH:11]=[C:10]([O:9][C@H:6]2[CH2:7][CH2:8][C@H:3]([N:38]([CH3:37])[CH3:40])[CH2:4][CH2:5]2)[C:25]2[CH2:24][CH:23]=[CH:22][CH2:21][CH2:20][C:19]3[CH:26]=[C:27]([CH3:31])[NH:28][C:29](=[O:30])[C:18]=3[CH2:17][NH:16][C:15](=[O:32])[C:14]=2[CH:13]=1. The yield is 0.180.